Regression. Given two drug SMILES strings and cell line genomic features, predict the synergy score measuring deviation from expected non-interaction effect. From a dataset of NCI-60 drug combinations with 297,098 pairs across 59 cell lines. (1) Drug 1: C1=CC(=CC=C1CCCC(=O)O)N(CCCl)CCCl. Drug 2: C(CCl)NC(=O)N(CCCl)N=O. Cell line: ACHN. Synergy scores: CSS=22.1, Synergy_ZIP=-1.09, Synergy_Bliss=-2.60, Synergy_Loewe=-8.60, Synergy_HSA=-3.72. (2) Drug 1: C1=CC=C(C(=C1)C(C2=CC=C(C=C2)Cl)C(Cl)Cl)Cl. Drug 2: CN1C2=C(C=C(C=C2)N(CCCl)CCCl)N=C1CCCC(=O)O.Cl. Cell line: CAKI-1. Synergy scores: CSS=-0.402, Synergy_ZIP=1.94, Synergy_Bliss=4.06, Synergy_Loewe=1.64, Synergy_HSA=0.646. (3) Drug 1: C1=CC=C(C=C1)NC(=O)CCCCCCC(=O)NO. Drug 2: C(CCl)NC(=O)N(CCCl)N=O. Cell line: NCI-H460. Synergy scores: CSS=21.7, Synergy_ZIP=2.84, Synergy_Bliss=3.13, Synergy_Loewe=-29.5, Synergy_HSA=4.34. (4) Drug 1: CCN(CC)CCNC(=O)C1=C(NC(=C1C)C=C2C3=C(C=CC(=C3)F)NC2=O)C. Drug 2: C1CN(CCN1C(=O)CCBr)C(=O)CCBr. Cell line: NCI-H226. Synergy scores: CSS=8.91, Synergy_ZIP=-1.89, Synergy_Bliss=0.583, Synergy_Loewe=1.28, Synergy_HSA=1.41.